From a dataset of Forward reaction prediction with 1.9M reactions from USPTO patents (1976-2016). Predict the product of the given reaction. Given the reactants [C:1](#[N:4])[CH2:2][CH3:3].[Li+].CC([N-]C(C)C)C.CCCCCCC.C1COCC1.C(C1C=CC=CC=1)C.[C:33]([O:40][CH2:41][CH3:42])(=[O:39])[C:34](OCC)=O.[NH2:43][NH2:44], predict the reaction product. The product is: [NH2:4][C:1]1[C:2]([CH3:3])=[C:34]([C:33]([O:40][CH2:41][CH3:42])=[O:39])[NH:44][N:43]=1.